Dataset: Reaction yield outcomes from USPTO patents with 853,638 reactions. Task: Predict the reaction yield, written as a fraction of the theoretical maximum amount of product (1.0 means a 100% yield; for example, 0.34 means a 34% yield). The product is [OH:4][C@H:5]([CH3:30])[CH2:6][CH2:7][CH2:8][CH2:9][N:10]1[C:19](=[O:20])[C:18]2[NH:17][C:16]([NH:25][CH2:26][CH2:27][Cl:33])=[N:15][C:14]=2[N:13]([CH3:29])[C:11]1=[O:12]. The reactants are C([O:4][C@H:5]([CH3:30])[CH2:6][CH2:7][CH2:8][CH2:9][N:10]1[C:19](=[O:20])[C:18]2[N:17](COCC)[C:16]([NH:25][CH2:26][CH2:27]O)=[N:15][C:14]=2[N:13]([CH3:29])[C:11]1=[O:12])(=O)C.S(Cl)([Cl:33])=O. The yield is 0.690. No catalyst specified.